This data is from Catalyst prediction with 721,799 reactions and 888 catalyst types from USPTO. The task is: Predict which catalyst facilitates the given reaction. (1) Reactant: [F:1][C:2]1[C:3]([NH:22][C:23]2[CH:28]=[CH:27][CH:26]=[C:25]([N+:29]([O-])=O)[CH:24]=2)=[N:4][C:5]([NH:8][C:9]2[CH:14]=[CH:13][C:12]([O:15][CH2:16][O:17][CH2:18][CH2:19][O:20][CH3:21])=[CH:11][CH:10]=2)=[N:6][CH:7]=1.[H][H].CCCCCC.C(OCC)(=O)C. Product: [NH2:29][C:25]1[CH:24]=[C:23]([NH:22][C:3]2[C:2]([F:1])=[CH:7][N:6]=[C:5]([NH:8][C:9]3[CH:14]=[CH:13][C:12]([O:15][CH2:16][O:17][CH2:18][CH2:19][O:20][CH3:21])=[CH:11][CH:10]=3)[N:4]=2)[CH:28]=[CH:27][CH:26]=1. The catalyst class is: 19. (2) Reactant: [NH2:1][C@@H:2]1[CH2:7][C@@H:6]([CH2:8][CH2:9][CH2:10][CH:11]=[CH2:12])[O:5][C@:4]([C@@H:15]2[CH2:19][S:18][C:17](=[O:20])[N:16]2[CH2:21][C:22]2[CH:27]=[CH:26][C:25]([O:28][CH3:29])=[CH:24][CH:23]=2)([O:13][CH3:14])[CH2:3]1.[CH3:30]/[C:31](/[CH2:36][CH2:37][CH:38]=[CH2:39])=[CH:32]/[C:33](O)=[O:34].C1C=CC2N(O)N=NC=2C=1.C(Cl)CCl. Product: [CH3:14][O:13][C@:4]1([C@@H:15]2[CH2:19][S:18][C:17](=[O:20])[N:16]2[CH2:21][C:22]2[CH:27]=[CH:26][C:25]([O:28][CH3:29])=[CH:24][CH:23]=2)[CH2:3][C@H:2]([NH:1][C:33](=[O:34])/[CH:32]=[C:31](/[CH3:30])\[CH2:36][CH2:37][CH:38]=[CH2:39])[CH2:7][C@@H:6]([CH2:8][CH2:9][CH2:10][CH:11]=[CH2:12])[O:5]1. The catalyst class is: 4.